This data is from Catalyst prediction with 721,799 reactions and 888 catalyst types from USPTO. The task is: Predict which catalyst facilitates the given reaction. (1) Reactant: Br[C:2]1[CH:3]=[C:4]2[C:8](=[C:9]([C:11]([NH2:13])=[O:12])[CH:10]=1)[NH:7][CH:6]=[CH:5]2.[F:14][C:15]1[CH:20]=[CH:19][CH:18]=[CH:17][C:16]=1B(O)O.P([O-])([O-])([O-])=O.[K+].[K+].[K+]. Product: [F:14][C:15]1[CH:20]=[CH:19][CH:18]=[CH:17][C:16]=1[C:2]1[CH:3]=[C:4]2[C:8](=[C:9]([C:11]([NH2:13])=[O:12])[CH:10]=1)[NH:7][CH:6]=[CH:5]2. The catalyst class is: 6. (2) Reactant: [Br:1][C:2]1[CH:3]=[CH:4][C:5]([F:19])=[C:6]([C@:8]2([CH:16]([F:18])[F:17])[CH2:14][CH2:13]S[CH2:11][C:10]([NH2:15])=[N:9]2)[CH:7]=1.[S:20]([O-:25])(O[O-])(=O)=[O:21].[K+].[K+]. Product: [Br:1][C:2]1[CH:3]=[CH:4][C:5]([F:19])=[C:6]([C@:8]2([CH:16]([F:17])[F:18])[CH2:14][CH2:13][S:20](=[O:25])(=[O:21])[CH2:11][C:10]([NH2:15])=[N:9]2)[CH:7]=1. The catalyst class is: 5. (3) Reactant: [Br:1][C:2]1[CH:7]=[CH:6][C:5]([N+:8]([O-:10])=[O:9])=[C:4]([O:11][CH2:12][C:13]([CH3:15])=C)[CH:3]=1.[O:16]=[O+][O-].CSC. Product: [Br:1][C:2]1[CH:7]=[CH:6][C:5]([N+:8]([O-:10])=[O:9])=[C:4]([CH:3]=1)[O:11][CH2:12][C:13](=[O:16])[CH3:15]. The catalyst class is: 5. (4) Reactant: [CH2:1]([OH:5])[CH2:2][CH:3]=C.[CH:6]([CH:8]1[CH2:13][CH2:12][N:11]([C:14]([O:16][C:17]([CH3:20])([CH3:19])[CH3:18])=[O:15])[CH2:10][CH2:9]1)=[O:7].F[C:22](F)(F)C(O)=O.C(OC(OC(C)(C)C)=O)(OC(C)(C)C)=O.C(N(CC)CC)C.C(=O)([O-])[O-].[K+].[K+]. Product: [C:17]([O:16][C:14]([N:11]1[CH2:12][CH2:13][CH:8]([CH:6]2[CH2:22][CH:1]([OH:5])[CH2:2][CH2:3][O:7]2)[CH2:9][CH2:10]1)=[O:15])([CH3:20])([CH3:19])[CH3:18]. The catalyst class is: 34.